This data is from Reaction yield outcomes from USPTO patents with 853,638 reactions. The task is: Predict the reaction yield, written as a fraction of the theoretical maximum amount of product (1.0 means a 100% yield; for example, 0.34 means a 34% yield). The reactants are [CH3:1][O:2][C:3]1[CH:4]=[C:5]([CH:9]=[CH:10][C:11]=1[O:12][CH3:13])[CH2:6][CH2:7][NH2:8].[CH2:14]([O:16][C:17]([C:19]1([C:26]([O:28][CH2:29][CH3:30])=[O:27])[CH2:24][CH2:23][C:22](=O)[CH2:21][CH2:20]1)=[O:18])[CH3:15].C(=O)([O-])O.[Na+]. No catalyst specified. The product is [CH3:1][O:2][C:3]1[CH:4]=[C:5]2[C:9](=[CH:10][C:11]=1[O:12][CH3:13])[C:22]1([CH2:21][CH2:20][C:19]([C:17]([O:16][CH2:14][CH3:15])=[O:18])([C:26]([O:28][CH2:29][CH3:30])=[O:27])[CH2:24][CH2:23]1)[NH:8][CH2:7][CH2:6]2. The yield is 0.315.